From a dataset of Retrosynthesis with 50K atom-mapped reactions and 10 reaction types from USPTO. Predict the reactants needed to synthesize the given product. (1) Given the product COC(=O)c1ccc2occ(-c3ccc(OC(F)(F)F)cc3)c2c1, predict the reactants needed to synthesize it. The reactants are: COC(=O)c1ccc2occ(Br)c2c1.OB(O)c1ccc(OC(F)(F)F)cc1. (2) Given the product Cc1ccc(S(=O)(=O)OCC2Cc3cc(C(F)(F)F)cc(-c4ccccc4F)c3O2)cc1, predict the reactants needed to synthesize it. The reactants are: Cc1ccc(S(=O)(=O)OCC2Cc3cc(C(F)(F)F)cc(Br)c3O2)cc1.OB(O)c1ccccc1F. (3) The reactants are: CCc1cccc(CC)c1-c1cccc(CO)c1.COC(=O)CCc1ccc(O)cc1. Given the product CCc1cccc(CC)c1-c1cccc(COc2ccc(CCC(=O)OC)cc2)c1, predict the reactants needed to synthesize it. (4) The reactants are: CN(C)c1cccc2c(S(=O)(=O)Cl)cccc12.NCCCCCC(=O)O. Given the product CN(C)c1cccc2c(S(=O)(=O)NCCCCCC(=O)O)cccc12, predict the reactants needed to synthesize it. (5) Given the product CC(C)(CO)n1cc(Nc2nccc(N3CC[C@](C#N)(C4CC4)C3=O)n2)cn1, predict the reactants needed to synthesize it. The reactants are: CC(C)(CO)n1cc(N)cn1.N#C[C@]1(C2CC2)CCN(c2ccnc(Cl)n2)C1=O. (6) Given the product Cn1cc(-c2cncc(-n3ncc4c5c(sc4c3=O)CCCC5)c2CO)cc(Nc2ccc(N3CCN(C4COC4)CC3)cn2)c1=O, predict the reactants needed to synthesize it. The reactants are: Cn1cc(-c2cncc(-n3ncc4c5c(sc4c3=O)CCCC5)c2C=O)cc(Nc2ccc(N3CCN(C4COC4)CC3)cn2)c1=O. (7) Given the product CS(=O)(=O)Oc1ccc(OCCc2cccc(OCc3ccccc3C(=O)O)c2)cc1, predict the reactants needed to synthesize it. The reactants are: COC(=O)c1ccccc1COc1cccc(CCOc2ccc(OS(C)(=O)=O)cc2)c1. (8) Given the product Cc1ccc(S(=O)(=O)OC[C@H]2CCCN2C(=O)OCc2ccccc2)cc1, predict the reactants needed to synthesize it. The reactants are: Cc1ccc(S(=O)(=O)Cl)cc1.O=C(OCc1ccccc1)N1CCC[C@@H]1CO.